The task is: Predict the reactants needed to synthesize the given product.. This data is from Full USPTO retrosynthesis dataset with 1.9M reactions from patents (1976-2016). (1) Given the product [CH3:45][O:44][C:43]([NH:42][C@H:3]([C:4]([N:6]1[CH2:10][C@@H:9]([CH3:11])[CH2:8][C@H:7]1[C:12]1[NH:16][C:15]2[C:17]3[C:22]([CH:23]=[CH:24][C:14]=2[N:13]=1)=[CH:21][C:20]1[C:25]2[C:30]([CH2:31][O:32][C:19]=1[CH:18]=3)=[CH:29][C:28]([C:49]1[NH:53][C:52]([C@@H:54]3[CH2:58][CH2:57][CH2:56][N:55]3[C:59]([O:61][C:62]([CH3:65])([CH3:64])[CH3:63])=[O:60])=[N:51][CH:50]=1)=[CH:27][CH:26]=2)=[O:5])[CH:2]([CH3:1])[CH3:47])=[O:46], predict the reactants needed to synthesize it. The reactants are: [CH3:1][CH:2]([CH3:47])[C@H:3]([NH:42][C:43](=[O:46])[O:44][CH3:45])[C:4]([N:6]1[CH2:10][C@@H:9]([CH3:11])[CH2:8][C@H:7]1[C:12]1[NH:16][C:15]2[C:17]3[C:22]([CH:23]=[CH:24][C:14]=2[N:13]=1)=[CH:21][C:20]1[C:25]2[C:30]([CH2:31][O:32][C:19]=1[CH:18]=3)=[CH:29][C:28](B1OC(C)(C)C(C)(C)O1)=[CH:27][CH:26]=2)=[O:5].Br[C:49]1[NH:53][C:52]([C@@H:54]2[CH2:58][CH2:57][CH2:56][N:55]2[C:59]([O:61][C:62]([CH3:65])([CH3:64])[CH3:63])=[O:60])=[N:51][CH:50]=1.C([O-])([O-])=O.[K+].[K+]. (2) Given the product [NH2:1][C:2]1[CH:3]=[C:4]([C:8]2[N:13]3[N:14]=[C:15]([C:20]4[CH:25]=[CH:24][C:23]([O:26][C:27]5[CH:28]=[CH:29][CH:30]=[CH:31][CH:32]=5)=[CH:22][CH:21]=4)[C:16]([C:17]([NH2:19])=[O:18])=[C:12]3[N:11]=[CH:10][CH:9]=2)[CH:5]=[CH:6][CH:7]=1, predict the reactants needed to synthesize it. The reactants are: [NH2:1][C:2]1[CH:3]=[C:4]([CH:8]2[N:13]3[N:14]=[C:15]([C:20]4[CH:25]=[CH:24][C:23]([O:26][C:27]5[CH:32]=[CH:31][CH:30]=[CH:29][CH:28]=5)=[CH:22][CH:21]=4)[C:16]([C:17]([NH2:19])=[O:18])=[C:12]3[NH:11][CH2:10][CH2:9]2)[CH:5]=[CH:6][CH:7]=1. (3) Given the product [Br:1][CH2:2][C@H:3]1[CH2:4][C:5]2[CH:10]=[C:9]([CH3:11])[CH:8]=[CH:7][C:6]=2[O:13]1, predict the reactants needed to synthesize it. The reactants are: [Br:1][CH2:2][C@@H:3]([OH:13])[CH2:4][C:5]1[CH:10]=[C:9]([CH3:11])[CH:8]=[CH:7][C:6]=1O.CC1C=CC(S(OCC2CC3C=CC=C(CC4C=CC=CC=4)C=3O2)(=O)=O)=CC=1. (4) Given the product [Br:1][C:2]1[N:6]2[N:7]=[C:8]([C:11]3[CH:12]=[CH:13][C:14]([C:15]([NH:28][CH2:27][CH2:26][N:20]4[CH2:25][CH2:24][O:23][CH2:22][CH2:21]4)=[O:17])=[CH:18][CH:19]=3)[CH:9]=[CH:10][C:5]2=[N:4][CH:3]=1, predict the reactants needed to synthesize it. The reactants are: [Br:1][C:2]1[N:6]2[N:7]=[C:8]([C:11]3[CH:19]=[CH:18][C:14]([C:15]([OH:17])=O)=[CH:13][CH:12]=3)[CH:9]=[CH:10][C:5]2=[N:4][CH:3]=1.[N:20]1([CH2:26][CH2:27][NH2:28])[CH2:25][CH2:24][O:23][CH2:22][CH2:21]1. (5) Given the product [F:1][C:2]1[CH:3]=[C:4]([CH3:14])[C:5]([N+:11]([O-:13])=[O:12])=[C:6]([CH:10]=1)[C:7]([O:9][CH3:15])=[O:8], predict the reactants needed to synthesize it. The reactants are: [F:1][C:2]1[CH:3]=[C:4]([CH3:14])[C:5]([N+:11]([O-:13])=[O:12])=[C:6]([CH:10]=1)[C:7]([OH:9])=[O:8].[C:15](=O)([O-])[O-].[Cs+].[Cs+].IC. (6) Given the product [S:43]1[C:39]2[CH:38]=[CH:37][C:36]([C:6]3[C:5]([N:4]([CH:1]([CH3:2])[CH3:3])[CH3:27])=[N:14][C:13]4[C:8](=[CH:9][CH:10]=[C:11]([C:15]([O:17][CH3:18])=[O:16])[CH:12]=4)[N:7]=3)=[CH:44][C:40]=2[N:41]=[CH:42]1, predict the reactants needed to synthesize it. The reactants are: [CH:1]([N:4]([CH3:27])[C:5]1[C:6](OS(C(F)(F)F)(=O)=O)=[N:7][C:8]2[C:13]([N:14]=1)=[CH:12][C:11]([C:15]([O:17][CH3:18])=[O:16])=[CH:10][CH:9]=2)([CH3:3])[CH3:2].CC1(C)C(C)(C)OB([C:36]2[CH:37]=[CH:38][C:39]3[S:43][CH:42]=[N:41][C:40]=3[CH:44]=2)O1.[O-]P([O-])([O-])=O.[K+].[K+].[K+]. (7) Given the product [Br:1][C:2]1[CH:10]=[C:9]2[C:5]([C:6]([C:11]([NH:19][CH3:23])=[O:13])=[CH:7][NH:8]2)=[CH:4][CH:3]=1, predict the reactants needed to synthesize it. The reactants are: [Br:1][C:2]1[CH:10]=[C:9]2[C:5]([C:6]([C:11]([OH:13])=O)=[CH:7][NH:8]2)=[CH:4][CH:3]=1.F[B-](F)(F)F.[N:19]1(OC(N(C)C)=[N+](C)C)[C:23]2C=CC=CC=2N=N1.C(N(CC)C(C)C)(C)C.CN.O1CCCC1. (8) Given the product [Br:1][C:2]1[CH:3]=[CH:4][C:5]([NH:8][C:9](=[O:20])[C:10]2[CH:15]=[C:14]([NH2:16])[CH:13]=[CH:12][C:11]=2[F:19])=[CH:6][CH:7]=1, predict the reactants needed to synthesize it. The reactants are: [Br:1][C:2]1[CH:7]=[CH:6][C:5]([NH:8][C:9](=[O:20])[C:10]2[CH:15]=[C:14]([N+:16]([O-])=O)[CH:13]=[CH:12][C:11]=2[F:19])=[CH:4][CH:3]=1.